Dataset: Retrosynthesis with 50K atom-mapped reactions and 10 reaction types from USPTO. Task: Predict the reactants needed to synthesize the given product. (1) Given the product CN(CCc1ccncc1)C(=O)Nc1ccc2c(c1)-c1ccccc1S2=O, predict the reactants needed to synthesize it. The reactants are: CNCCc1ccncc1.O=C(Nc1ccc2c(c1)-c1ccccc1S2=O)OCc1ccc([N+](=O)[O-])cc1. (2) Given the product COc1cc(F)ccc1-c1cc2c(s1)c(=O)n(C1CCNCC1)c(=O)n2Cc1ccc(OC)c(F)c1F, predict the reactants needed to synthesize it. The reactants are: COc1cc(F)ccc1-c1cc2c(s1)c(=O)n(C1CCN(C(=O)OC(C)(C)C)CC1)c(=O)n2Cc1ccc(OC)c(F)c1F. (3) Given the product COC(=O)c1ccc2cc(OC)c(C#N)cc2c1, predict the reactants needed to synthesize it. The reactants are: COC(=O)c1ccc2cc(OC)c(C(N)=O)cc2c1.